Task: Predict the product of the given reaction.. Dataset: Forward reaction prediction with 1.9M reactions from USPTO patents (1976-2016) (1) The product is: [CH3:14][C:5]1[C:4]2[C:9](=[CH:10][CH:11]=[CH:2][CH:3]=2)[O:8][C:7](=[O:12])[CH:6]=1. Given the reactants N[C:2]1[CH:3]=[C:4]2[C:9](=[CH:10][CH:11]=1)[O:8][C:7](=[O:12])[CH:6]=[CH:5]2.O1C2C(=CC=CC=2)C=C[C:14]1=O.C(C=[PH3])(OCC)=O.C(N(CC)C1C=CC=CC=1)C, predict the reaction product. (2) Given the reactants C(N(CC)CC)C.[C:8](Cl)(=[O:11])[O:9][CH3:10].[NH2:13][CH2:14][C@@H:15]1[C@@H:20]([C:21]2[CH:26]=[CH:25][CH:24]=[CH:23][C:22]=2[CH3:27])[CH2:19][CH2:18][N:17]([CH2:28][C:29]2[CH:34]=[CH:33][CH:32]=[CH:31][CH:30]=2)[CH2:16]1.[OH-].[Na+], predict the reaction product. The product is: [CH2:28]([N:17]1[CH2:18][CH2:19][C@H:20]([C:21]2[CH:26]=[CH:25][CH:24]=[CH:23][C:22]=2[CH3:27])[C@@H:15]([CH2:14][NH:13][C:8](=[O:11])[O:9][CH3:10])[CH2:16]1)[C:29]1[CH:30]=[CH:31][CH:32]=[CH:33][CH:34]=1. (3) Given the reactants [NH2:1][C:2]1[CH:7]=[CH:6][C:5]([O:8][CH3:9])=[CH:4][C:3]=1[C:10]([F:13])([F:12])[F:11].[C:14]([C:16]1[CH:21]=[CH:20][C:19](F)=[CH:18][N:17]=1)#[N:15], predict the reaction product. The product is: [NH2:15][CH2:14][C:16]1[N:17]=[CH:18][C:19]([NH:1][C:2]2[CH:7]=[CH:6][C:5]([O:8][CH3:9])=[CH:4][C:3]=2[C:10]([F:11])([F:12])[F:13])=[CH:20][CH:21]=1. (4) Given the reactants [CH2:1]([NH:9][C:10]([C@H:12]1[CH2:17][CH2:16][CH2:15][CH2:14][NH:13]1)=[O:11])[CH2:2][CH2:3][CH2:4][CH2:5][CH2:6][CH2:7][CH3:8].C(N(CC)CC)C.[C:25](Cl)(=[O:33])[CH2:26][CH2:27][CH2:28][CH2:29][CH2:30][CH2:31][CH3:32].C(=O)(O)[O-].[Na+], predict the reaction product. The product is: [CH2:1]([NH:9][C:10]([C@H:12]1[CH2:17][CH2:16][CH2:15][CH2:14][N:13]1[C:25](=[O:33])[CH2:26][CH2:27][CH2:28][CH2:29][CH2:30][CH2:31][CH3:32])=[O:11])[CH2:2][CH2:3][CH2:4][CH2:5][CH2:6][CH2:7][CH3:8]. (5) Given the reactants C([Mg]Br)C.[Cl-].[CH:6]([C:9]1[CH:14]=[CH:13][CH:12]=[C:11](C(C)C)[C:10]=1[NH+]1CCN([C:10]2[C:11](C(C)C)=[CH:12][CH:13]=[CH:14][C:9]=2[CH:6](C)C)C1)(C)C.[CH3:35][O:36][C:37]1[CH:42]=[CH:41][CH:40]=[CH:39][C:38]=1Cl.C1(C)C=CC=CC=1[Mg]Br.C(C(C(C([O-])=O)O)O)([O-])=O.[K+].[Na+], predict the reaction product. The product is: [CH3:35][O:36][C:37]1[CH:42]=[CH:41][CH:40]=[CH:39][C:38]=1[C:10]1[CH:11]=[CH:12][CH:13]=[CH:14][C:9]=1[CH3:6]. (6) Given the reactants [C:1]([O:5][C:6]([N:8]1[CH2:13][CH2:12][N:11]([C:14](=[O:17])[CH2:15]Cl)[C@@H:10]([CH2:18][OH:19])[CH2:9]1)=[O:7])([CH3:4])([CH3:3])[CH3:2].CC(C)([O-])C.[K+].CC(O)=O, predict the reaction product. The product is: [C:1]([O:5][C:6]([N:8]1[CH2:13][CH2:12][N:11]2[C@@H:10]([CH2:18][O:19][CH2:15][C:14]2=[O:17])[CH2:9]1)=[O:7])([CH3:4])([CH3:3])[CH3:2]. (7) Given the reactants C[O:2][C:3](=[O:25])[CH2:4][C:5]1[N:13]2[C:8]([CH:9]=[CH:10][CH:11]=[CH:12]2)=[C:7]([S:14]([C:17]2[CH:22]=[CH:21][C:20]([F:23])=[CH:19][CH:18]=2)(=[O:16])=[O:15])[C:6]=1[CH3:24].CO.O.[OH-].[Na+], predict the reaction product. The product is: [F:23][C:20]1[CH:21]=[CH:22][C:17]([S:14]([C:7]2[C:6]([CH3:24])=[C:5]([CH2:4][C:3]([OH:25])=[O:2])[N:13]3[C:8]=2[CH:9]=[CH:10][CH:11]=[CH:12]3)(=[O:16])=[O:15])=[CH:18][CH:19]=1. (8) Given the reactants [C:1]([N:5]1[C:9]([C:10]2[S:11][CH:12]=[CH:13][CH:14]=2)=[CH:8][C:7]([CH2:15][CH2:16][CH:17]=O)=[N:6]1)([CH3:4])([CH3:3])[CH3:2].[CH3:19][CH:20]1[CH2:25][NH:24][CH2:23][CH2:22][N:21]1[C:26]1[CH:27]=[C:28]([CH3:32])[CH:29]=[CH:30][CH:31]=1.CCN(C(C)C)C(C)C.[BH-](OC(C)=O)(OC(C)=O)OC(C)=O.[Na+], predict the reaction product. The product is: [C:1]([N:5]1[C:9]([C:10]2[S:11][CH:12]=[CH:13][CH:14]=2)=[CH:8][C:7]([CH2:15][CH2:16][CH2:17][N:24]2[CH2:23][CH2:22][N:21]([C:26]3[CH:27]=[C:28]([CH3:32])[CH:29]=[CH:30][CH:31]=3)[CH:20]([CH3:19])[CH2:25]2)=[N:6]1)([CH3:4])([CH3:3])[CH3:2]. (9) Given the reactants CCO[C:4]1[CH:9]=[CH:8][CH:7]=[C:6](Br)[CH:5]=1.[F:11][C:12]1[CH:31]=[CH:30][C:15]([C:16]([N:18]2[CH2:23][CH2:22][CH:21]([C:24](=[O:29])N(C)OC)[CH2:20][CH2:19]2)=[O:17])=[CH:14][CH:13]=1.C1[CH2:36][O:35][CH2:34]C1, predict the reaction product. The product is: [F:11][C:12]1[CH:13]=[CH:14][C:15]([C:16]([N:18]2[CH2:19][CH2:20][CH:21]([C:24](=[O:29])[C:8]3[CH:7]=[CH:6][CH:5]=[C:4]([CH2:34][O:35][CH3:36])[CH:9]=3)[CH2:22][CH2:23]2)=[O:17])=[CH:30][CH:31]=1. (10) Given the reactants [NH2:1][CH:2]1[CH2:7][CH2:6][CH:5]([C:8]([N:10]2[CH2:15][CH2:14][CH:13]([OH:16])[CH2:12][CH2:11]2)=[O:9])[CH2:4][CH2:3]1.CCN(C(C)C)C(C)C.CN1C(=O)CCC1.[CH3:33][S:34]([CH2:37][CH2:38][CH2:39][O:40][C:41]1[CH:42]=[CH:43][CH:44]=[C:45]2[C:49]=1[NH:48][N:47]=[C:46]2[C:50]1[CH:55]=[CH:54][N:53]=[C:52](S(C)=O)[N:51]=1)(=[O:36])=[O:35], predict the reaction product. The product is: [OH:16][CH:13]1[CH2:14][CH2:15][N:10]([C:8]([CH:5]2[CH2:4][CH2:3][CH:2]([NH:1][C:52]3[N:51]=[C:50]([C:46]4[C:45]5[C:49](=[C:41]([O:40][CH2:39][CH2:38][CH2:37][S:34]([CH3:33])(=[O:35])=[O:36])[CH:42]=[CH:43][CH:44]=5)[NH:48][N:47]=4)[CH:55]=[CH:54][N:53]=3)[CH2:7][CH2:6]2)=[O:9])[CH2:11][CH2:12]1.